From a dataset of Peptide-MHC class II binding affinity with 134,281 pairs from IEDB. Regression. Given a peptide amino acid sequence and an MHC pseudo amino acid sequence, predict their binding affinity value. This is MHC class II binding data. (1) The peptide sequence is AQMNQAFRNIVNMLH. The MHC is HLA-DPA10201-DPB10101 with pseudo-sequence HLA-DPA10201-DPB10101. The binding affinity (normalized) is 0.166. (2) The peptide sequence is YVLARPKLRPITGDD. The MHC is DRB1_0701 with pseudo-sequence DRB1_0701. The binding affinity (normalized) is 0.247.